This data is from Peptide-MHC class I binding affinity with 185,985 pairs from IEDB/IMGT. The task is: Regression. Given a peptide amino acid sequence and an MHC pseudo amino acid sequence, predict their binding affinity value. This is MHC class I binding data. (1) The peptide sequence is EFIPNLFCM. The MHC is HLA-B58:01 with pseudo-sequence HLA-B58:01. The binding affinity (normalized) is 0.213. (2) The MHC is HLA-B53:01 with pseudo-sequence HLA-B53:01. The peptide sequence is RSLFNTVATLY. The binding affinity (normalized) is 0. (3) The peptide sequence is FMYEDALKS. The MHC is HLA-A02:16 with pseudo-sequence HLA-A02:16. The binding affinity (normalized) is 0.728. (4) The peptide sequence is QFAGGSFDF. The MHC is HLA-A11:01 with pseudo-sequence HLA-A11:01. The binding affinity (normalized) is 0.149. (5) The peptide sequence is FSLGLLCISI. The MHC is HLA-A02:06 with pseudo-sequence HLA-A02:06. The binding affinity (normalized) is 0.912. (6) The peptide sequence is GSFCTQLNR. The MHC is HLA-A11:01 with pseudo-sequence HLA-A11:01. The binding affinity (normalized) is 0.600.